The task is: Predict which catalyst facilitates the given reaction.. This data is from Catalyst prediction with 721,799 reactions and 888 catalyst types from USPTO. (1) Reactant: C(O[C:4]([C:6]1[N:7]=[C:8]2[C:13]([Cl:14])=[CH:12][C:11]([C:15]([F:18])([F:17])[F:16])=[CH:10][N:9]2[CH:19]=1)=[O:5])C.[Cl:20][C:21]1[CH:26]=[CH:25][C:24]([O:27][CH3:28])=[CH:23][C:22]=1[S:29]([NH2:32])(=[O:31])=[O:30].[Cl-].C([Al+]CC)C.C(O)(=O)C. Product: [Cl:14][C:13]1[C:8]2[N:9]([CH:19]=[C:6]([C:4]([NH:32][S:29]([C:22]3[CH:23]=[C:24]([O:27][CH3:28])[CH:25]=[CH:26][C:21]=3[Cl:20])(=[O:31])=[O:30])=[O:5])[N:7]=2)[CH:10]=[C:11]([C:15]([F:16])([F:17])[F:18])[CH:12]=1. The catalyst class is: 26. (2) Reactant: [CH3:1][C:2]1[C:10]2[C:5](=[CH:6][C:7]([NH:11][C:12]3[N:21]=[CH:20][C:19]4[C:14](=[C:15]([CH3:23])[C:16](F)=[CH:17][CH:18]=4)[N:13]=3)=[CH:8][CH:9]=2)[NH:4][N:3]=1.[N-:24]=[N+]=[N-].[Na+].C1OCCOCCOCCOCCOCCOC1. Product: [CH3:1][C:2]1[C:10]2[C:5](=[CH:6][C:7]([NH:11][C:12]3[N:21]=[CH:20][C:19]4[C:14](=[C:15]([CH3:23])[C:16]([NH2:24])=[CH:17][CH:18]=4)[N:13]=3)=[CH:8][CH:9]=2)[NH:4][N:3]=1. The catalyst class is: 3.